Dataset: Catalyst prediction with 721,799 reactions and 888 catalyst types from USPTO. Task: Predict which catalyst facilitates the given reaction. (1) Reactant: [CH3:1]/[C:2](/[CH2:6][CH2:7][CH:8]=[C:9]([CH3:11])[CH3:10])=[CH:3]\[CH2:4][OH:5].[OH-].[K+].Cl[CH2:15][C:16]([C:18]1[CH:23]=[C:22]([CH:24]([CH3:26])[CH3:25])[C:21]([OH:27])=[C:20]([CH:28]([CH3:30])[CH3:29])[CH:19]=1)=[O:17].Cl. Product: [CH3:1]/[C:2](/[CH2:6][CH2:7][CH:8]=[C:9]([CH3:11])[CH3:10])=[CH:3]\[CH2:4][O:5][CH2:15][C:16]([C:18]1[CH:19]=[C:20]([CH:28]([CH3:30])[CH3:29])[C:21]([OH:27])=[C:22]([CH:24]([CH3:26])[CH3:25])[CH:23]=1)=[O:17]. The catalyst class is: 60. (2) Reactant: C[Si]([C:5]#[C:6][C:7]1[N:11]2[CH:12]=[C:13]([C:16]3[CH:26]=[CH:25][C:19]([C:20]([O:22]CC)=[O:21])=[CH:18][CH:17]=3)[CH:14]=[CH:15][C:10]2=[N:9][CH:8]=1)(C)C.[Li+].[OH-]. Product: [C:6]([C:7]1[N:11]2[CH:12]=[C:13]([C:16]3[CH:26]=[CH:25][C:19]([C:20]([OH:22])=[O:21])=[CH:18][CH:17]=3)[CH:14]=[CH:15][C:10]2=[N:9][CH:8]=1)#[CH:5]. The catalyst class is: 20. (3) Reactant: [C:1]([C:3]1[CH:4]=[CH:5][C:6]([O:13][CH3:14])=[C:7]([CH:12]=1)[C:8]([O:10]C)=[O:9])#[N:2].O.[OH-].[Li+].Cl. Product: [C:1]([C:3]1[CH:4]=[CH:5][C:6]([O:13][CH3:14])=[C:7]([CH:12]=1)[C:8]([OH:10])=[O:9])#[N:2]. The catalyst class is: 30. (4) Reactant: [N+:1]([C:4]1[CH:9]=[CH:8][C:7]([C:10]#[C:11][CH2:12][NH:13][C:14](=[O:20])[O:15][C:16]([CH3:19])([CH3:18])[CH3:17])=[C:6]([C:21]2[O:25][CH:24]=[N:23][CH:22]=2)[CH:5]=1)([O-])=O. Product: [NH2:1][C:4]1[CH:9]=[CH:8][C:7]([CH2:10][CH2:11][CH2:12][NH:13][C:14](=[O:20])[O:15][C:16]([CH3:19])([CH3:17])[CH3:18])=[C:6]([C:21]2[O:25][CH:24]=[N:23][CH:22]=2)[CH:5]=1. The catalyst class is: 19. (5) Reactant: [OH:1][C:2]1[CH:7]=[CH:6][C:5]([C:8](=[O:16])[CH2:9][C:10]2[CH:15]=[CH:14][CH:13]=[CH:12][CH:11]=2)=[CH:4][CH:3]=1.C(=O)([O-])[O-].[K+].[K+].[CH2:23]([O:30][CH2:31][CH2:32]Br)[C:24]1[CH:29]=[CH:28][CH:27]=[CH:26][CH:25]=1. Product: [CH2:23]([O:30][CH2:31][CH2:32][O:1][C:2]1[CH:3]=[CH:4][C:5]([C:8](=[O:16])[CH2:9][C:10]2[CH:11]=[CH:12][CH:13]=[CH:14][CH:15]=2)=[CH:6][CH:7]=1)[C:24]1[CH:29]=[CH:28][CH:27]=[CH:26][CH:25]=1. The catalyst class is: 131. (6) Reactant: [CH3:1][C:2]1[CH:11]=[CH:10][CH:9]=[CH:8][C:3]=1[CH2:4][N:5]=[C:6]=[O:7].[Cl:12][C:13]1[N:18]=[C:17]2[NH:19][N:20]=[C:21]([OH:22])[C:16]2=[C:15]([CH3:23])[CH:14]=1. Product: [CH3:1][C:2]1[CH:11]=[CH:10][CH:9]=[CH:8][C:3]=1[CH2:4][NH:5][C:6]([N:20]1[C:21](=[O:22])[C:16]2[C:17](=[N:18][C:13]([Cl:12])=[CH:14][C:15]=2[CH3:23])[NH:19]1)=[O:7]. The catalyst class is: 118. (7) Reactant: [Cl:1][C:2]1[CH:7]=[CH:6][CH:5]=[C:4]([N+:8]([O-])=O)[C:3]=1[C:11]1[S:12][C:13]2[CH:14]=[N:15][CH:16]=[C:17]([F:20])[C:18]=2[N:19]=1. Product: [Cl:1][C:2]1[C:3]([C:11]2[S:12][C:13]3[CH:14]=[N:15][CH:16]=[C:17]([F:20])[C:18]=3[N:19]=2)=[C:4]([NH2:8])[CH:5]=[CH:6][CH:7]=1. The catalyst class is: 409. (8) Reactant: C([C:3]1[CH:10]=[C:9]([CH3:11])[C:6]([C:7]#[N:8])=[C:5]([CH3:12])[CH:4]=1)=O.CO.[CH3:15][O:16][CH:17](OC)[O:18][CH3:19].C12(CS(O)(=O)=O)C(C)(C)C(CC1)CC2=O. Product: [CH3:15][O:16][CH:17]([O:18][CH3:19])[C:3]1[CH:10]=[C:9]([CH3:11])[C:6]([C:7]#[N:8])=[C:5]([CH3:12])[CH:4]=1. The catalyst class is: 66. (9) Reactant: [CH2:1]([N:8]1[CH2:13][CH2:12][C:11]2([C:21]3[C:16](=[CH:17][CH:18]=[CH:19][C:20]=3[CH2:22][NH2:23])[N:15]([C:24]3[C:25]4[CH:32]([CH:33]([CH3:35])[CH3:34])[CH2:31][CH2:30][C:26]=4[N:27]=[CH:28][N:29]=3)[CH2:14]2)[CH2:10][CH2:9]1)[C:2]1[CH:7]=[CH:6][CH:5]=[CH:4][CH:3]=1.[CH3:36][C:37]([CH3:39])=O.[BH-](OC(C)=O)(OC(C)=O)OC(C)=O.[Na+]. Product: [CH2:1]([N:8]1[CH2:13][CH2:12][C:11]2([C:21]3[C:16](=[CH:17][CH:18]=[CH:19][C:20]=3[CH2:22][NH:23][CH:37]([CH3:39])[CH3:36])[N:15]([C:24]3[C:25]4[CH:32]([CH:33]([CH3:35])[CH3:34])[CH2:31][CH2:30][C:26]=4[N:27]=[CH:28][N:29]=3)[CH2:14]2)[CH2:10][CH2:9]1)[C:2]1[CH:3]=[CH:4][CH:5]=[CH:6][CH:7]=1. The catalyst class is: 26. (10) Product: [CH3:20][O:19][C:16]1[CH:17]=[CH:18][C:13]2[CH2:12][C@H:11]([CH3:21])[N:10]([C:22]([NH:24][CH3:25])=[O:23])[N:9]=[C:8]([C:5]3[CH:6]=[CH:7][C:2]([N:1]4[CH2:31][CH2:30][O:29][CH2:28][CH2:27]4)=[CH:3][CH:4]=3)[C:14]=2[CH:15]=1. Reactant: [NH2:1][C:2]1[CH:7]=[CH:6][C:5]([C:8]2[C:14]3[CH:15]=[C:16]([O:19][CH3:20])[CH:17]=[CH:18][C:13]=3[CH2:12][C@H:11]([CH3:21])[N:10]([C:22]([NH:24][CH3:25])=[O:23])[N:9]=2)=[CH:4][CH:3]=1.Br[CH2:27][CH2:28][O:29][CH2:30][CH2:31]Br.C(N(C(C)C)CC)(C)C.O. The catalyst class is: 80.